Predict the product of the given reaction. From a dataset of Forward reaction prediction with 1.9M reactions from USPTO patents (1976-2016). (1) Given the reactants [F:1][C:2]1[C:7]([F:8])=[C:6]([S:9]([CH2:12][CH2:13][C:14]2[CH:19]=[CH:18][CH:17]=[CH:16][CH:15]=2)(=[O:11])=[O:10])[C:5](F)=[C:4]([F:21])[C:3]=1[S:22]([NH2:25])(=[O:24])=[O:23].[CH3:26][NH2:27], predict the reaction product. The product is: [CH3:26][NH:27][C:5]1[C:4]([F:21])=[C:3]([S:22]([NH2:25])(=[O:24])=[O:23])[C:2]([F:1])=[C:7]([F:8])[C:6]=1[S:9]([CH2:12][CH2:13][C:14]1[CH:19]=[CH:18][CH:17]=[CH:16][CH:15]=1)(=[O:11])=[O:10]. (2) Given the reactants C(Cl)Cl.P([O-])([O-])([O-])=O.[K+].[K+].[K+].[N+:12]([C:15]1[CH:20]=[CH:19][C:18](B(O)O)=[CH:17][CH:16]=1)([O-:14])=[O:13].[CH3:24][O:25][C:26]([C:28]1[C:37]2[C:32](=[CH:33][CH:34]=[CH:35][CH:36]=2)[N:31]=[C:30](Cl)[CH:29]=1)=[O:27], predict the reaction product. The product is: [CH3:24][O:25][C:26]([C:28]1[C:37]2[C:32](=[CH:33][CH:34]=[CH:35][CH:36]=2)[N:31]=[C:30]([C:18]2[CH:19]=[CH:20][C:15]([N+:12]([O-:14])=[O:13])=[CH:16][CH:17]=2)[CH:29]=1)=[O:27]. (3) Given the reactants C(=O)([O-])[O-].[K+].[K+].[CH:7]1([CH2:13][C@@H:14]([NH2:30])[CH2:15][N:16]2[CH2:21][CH2:20][CH:19]([C:22]3[CH:27]=[CH:26][CH:25]=[CH:24][C:23]=3[O:28][CH3:29])[CH2:18][CH2:17]2)[CH2:12][CH2:11][CH2:10][CH2:9][CH2:8]1.[CH3:31][C:32]1([C:38]([Cl:40])=[O:39])[CH2:37][CH2:36][CH2:35][CH2:34][CH2:33]1, predict the reaction product. The product is: [CH:7]1([CH2:13][C@@H:14]([NH:30][C:38]([C:32]2([CH3:31])[CH2:37][CH2:36][CH2:35][CH2:34][CH2:33]2)=[O:39])[CH2:15][N:16]2[CH2:17][CH2:18][CH:19]([C:22]3[CH:27]=[CH:26][CH:25]=[CH:24][C:23]=3[O:28][CH3:29])[CH2:20][CH2:21]2)[CH2:12][CH2:11][CH2:10][CH2:9][CH2:8]1.[ClH:40]. (4) Given the reactants Cl.[CH:2]1([C:5]2[N:6]=[CH:7][C:8]([O:11][C@@H:12]3[CH2:22][N:15]4[C:16](=[O:21])[CH2:17][CH2:18][NH:19][CH2:20][C@H:14]4[CH2:13]3)=[N:9][CH:10]=2)[CH2:4][CH2:3]1.C(N(CC)CC)C.[F:30][C:31]([F:43])([F:42])[C:32]1[CH:37]=[CH:36][C:35]([S:38](Cl)(=[O:40])=[O:39])=[CH:34][CH:33]=1, predict the reaction product. The product is: [CH:2]1([C:5]2[N:6]=[CH:7][C:8]([O:11][C@@H:12]3[CH2:22][N:15]4[C:16](=[O:21])[CH2:17][CH2:18][N:19]([S:38]([C:35]5[CH:34]=[CH:33][C:32]([C:31]([F:30])([F:42])[F:43])=[CH:37][CH:36]=5)(=[O:40])=[O:39])[CH2:20][C@H:14]4[CH2:13]3)=[N:9][CH:10]=2)[CH2:4][CH2:3]1. (5) The product is: [C:12]1([CH3:15])[CH:13]=[CH:14][C:9]([NH:8][CH2:7][C:6]([OH:16])=[O:5])=[CH:10][CH:11]=1. Given the reactants C([O:5][C:6](=[O:16])[CH2:7][NH:8][C:9]1[CH:14]=[CH:13][C:12]([CH3:15])=[CH:11][CH:10]=1)(C)(C)C.C(O)(C(F)(F)F)=O.O, predict the reaction product.